Dataset: Forward reaction prediction with 1.9M reactions from USPTO patents (1976-2016). Task: Predict the product of the given reaction. (1) Given the reactants [CH3:1][O:2][C:3]1[CH:4]=[C:5]([CH:13]=[CH:14][C:15]=1[O:16][CH3:17])[CH2:6][O:7][CH2:8][C@H:9]([OH:12])[CH2:10][CH3:11].[Br:18][C:19]1[CH:24]=[CH:23][C:22]([S:25](Cl)(=[O:27])=[O:26])=[CH:21][CH:20]=1, predict the reaction product. The product is: [CH3:1][O:2][C:3]1[CH:4]=[C:5]([CH:13]=[CH:14][C:15]=1[O:16][CH3:17])[CH2:6][O:7][CH2:8][C@H:9]([O:12][S:25]([C:22]1[CH:23]=[CH:24][C:19]([Br:18])=[CH:20][CH:21]=1)(=[O:27])=[O:26])[CH2:10][CH3:11]. (2) Given the reactants [N:1]1[CH:6]=[CH:5][CH:4]=[C:3]([C:7]2[NH:8][C:9]([CH2:12][OH:13])=[CH:10][N:11]=2)[CH:2]=1.[Cl:14]N1C(=O)CCC1=O.O.[Cl-].[Na+], predict the reaction product. The product is: [Cl:14][C:10]1[N:11]=[C:7]([C:3]2[CH:2]=[N:1][CH:6]=[CH:5][CH:4]=2)[NH:8][C:9]=1[CH2:12][OH:13]. (3) Given the reactants [CH:1]1([C:4]2[O:8][N:7]=[C:6]([C:9]3[CH:14]=[CH:13][CH:12]=[CH:11][C:10]=3[O:15][CH:16]([F:18])[F:17])[C:5]=2[CH2:19][O:20][CH:21]2[CH2:27][CH:26]3[N:28]([C:29]4[CH:36]=[CH:35][C:32]([C:33]#[N:34])=[CH:31][C:30]=4[F:37])[CH:23]([CH2:24][CH2:25]3)[CH2:22]2)[CH2:3][CH2:2]1.[N-:38]=[N+:39]=[N-:40].[Na+].[Cl-].[NH4+], predict the reaction product. The product is: [CH:1]1([C:4]2[O:8][N:7]=[C:6]([C:9]3[CH:14]=[CH:13][CH:12]=[CH:11][C:10]=3[O:15][CH:16]([F:17])[F:18])[C:5]=2[CH2:19][O:20][CH:21]2[CH2:22][CH:23]3[N:28]([C:29]4[CH:36]=[CH:35][C:32]([C:33]5[N:38]=[N:39][NH:40][N:34]=5)=[CH:31][C:30]=4[F:37])[CH:26]([CH2:25][CH2:24]3)[CH2:27]2)[CH2:3][CH2:2]1. (4) Given the reactants [Br:1][C:2]1[CH:7]=[CH:6][C:5]([NH:8][C:9]2[CH:20]=[N:19][CH:18]=[CH:17][C:10]=2[C:11]([NH:13][O:14][CH2:15][CH3:16])=[O:12])=[C:4]([CH3:21])[CH:3]=1.ClC1C=CC=C(C(OO)=[O:30])C=1, predict the reaction product. The product is: [Br:1][C:2]1[CH:7]=[CH:6][C:5]([NH:8][C:9]2[CH:20]=[N+:19]([O-:30])[CH:18]=[CH:17][C:10]=2[C:11]([NH:13][O:14][CH2:15][CH3:16])=[O:12])=[C:4]([CH3:21])[CH:3]=1. (5) Given the reactants [CH2:1]([O:3][C:4]1[CH:5]=[C:6]([C:20]2[CH:25]=[CH:24][C:23]([CH2:26][C:27]([NH:29][C:30]3[NH:34][N:33]=[C:32]([C:35]([CH3:41])([CH3:40])[C:36]([F:39])([F:38])[F:37])[CH:31]=3)=[O:28])=[C:22]([F:42])[CH:21]=2)[CH:7]=[N:8][C:9]=1[O:10]CC1C=CC(OC)=CC=1)[CH3:2].C(Cl)[Cl:44].O.C(#N)C, predict the reaction product. The product is: [ClH:44].[CH2:1]([O:3][C:4]1[C:9](=[O:10])[NH:8][CH:7]=[C:6]([C:20]2[CH:25]=[CH:24][C:23]([CH2:26][C:27]([NH:29][C:30]3[NH:34][N:33]=[C:32]([C:35]([CH3:41])([CH3:40])[C:36]([F:38])([F:39])[F:37])[CH:31]=3)=[O:28])=[C:22]([F:42])[CH:21]=2)[CH:5]=1)[CH3:2]. (6) Given the reactants [NH:1](C(=O)C(NC1C=CC(N2CCOCC2)=CC=1)=O)[NH2:2].[Cl:20][C:21]1[CH:22]=[C:23]([NH:34][C:35](=[O:40])[C:36](OC)=[O:37])[CH:24]=[C:25]([Cl:33])[C:26]=1[N:27]1[CH2:32][CH2:31][O:30][CH2:29][CH2:28]1, predict the reaction product. The product is: [Cl:20][C:21]1[CH:22]=[C:23]([NH:34][C:35](=[O:40])[C:36]([NH:1][NH2:2])=[O:37])[CH:24]=[C:25]([Cl:33])[C:26]=1[N:27]1[CH2:32][CH2:31][O:30][CH2:29][CH2:28]1.